From a dataset of Catalyst prediction with 721,799 reactions and 888 catalyst types from USPTO. Predict which catalyst facilitates the given reaction. (1) Reactant: [CH2:1]([O:8][C:9]1[CH:14]=[CH:13][CH:12]=[C:11]([O:15]C)[C:10]=1[CH2:17][CH2:18][N:19]1[CH2:24][CH2:23][CH:22]([N:25]2[C:33]3[C:28](=[CH:29][CH:30]=[C:31]([C:34]([NH2:36])=[O:35])[CH:32]=3)[CH:27]=[CH:26]2)[CH2:21][CH2:20]1)C1C=CC=CC=1. Product: [OH:15][C:11]1[CH:12]=[CH:13][CH:14]=[C:9]([O:8][CH3:1])[C:10]=1[CH2:17][CH2:18][N:19]1[CH2:20][CH2:21][CH:22]([N:25]2[C:33]3[C:28](=[CH:29][CH:30]=[C:31]([C:34]([NH2:36])=[O:35])[CH:32]=3)[CH:27]=[CH:26]2)[CH2:23][CH2:24]1. The catalyst class is: 129. (2) Reactant: [CH2:1]([O:3][C:4](=[O:16])[CH2:5][CH:6]([C:8]1[CH:13]=[CH:12][C:11]([OH:14])=[CH:10][C:9]=1[CH3:15])[CH3:7])[CH3:2].C(=O)([O-])[O-].[Cs+].[Cs+].Cl[CH2:24][C:25]1[N:29]([C:30]2[C:35]([Cl:36])=[CH:34][CH:33]=[CH:32][C:31]=2[Cl:37])[N:28]=[CH:27][C:26]=1[CH:38]([CH3:40])[CH3:39].Cl. Product: [CH2:1]([O:3][C:4](=[O:16])[CH2:5][CH:6]([C:8]1[CH:13]=[CH:12][C:11]([O:14][CH2:24][C:25]2[N:29]([C:30]3[C:35]([Cl:36])=[CH:34][CH:33]=[CH:32][C:31]=3[Cl:37])[N:28]=[CH:27][C:26]=2[CH:38]([CH3:40])[CH3:39])=[CH:10][C:9]=1[CH3:15])[CH3:7])[CH3:2]. The catalyst class is: 18. (3) Reactant: [CH:1]1([C:4]([N:6]2[CH2:10][CH2:9][C@@H:8]([CH2:11][NH:12][C:13]3[C:18]([NH2:19])=[CH:17][CH:16]=[CH:15][N:14]=3)[CH2:7]2)=[O:5])[CH2:3][CH2:2]1.[NH:20]1[C:28]2[C:23](=[CH:24][CH:25]=[C:26]([C:29]3[CH:36]=[CH:35][C:32]([CH:33]=O)=[CH:31][CH:30]=3)[CH:27]=2)[CH:22]=[CH:21]1. Product: [CH:1]1([C:4]([N:6]2[CH2:10][CH2:9][C@@H:8]([CH2:11][N:12]3[C:13]4=[N:14][CH:15]=[CH:16][CH:17]=[C:18]4[N:19]=[C:33]3[C:32]3[CH:35]=[CH:36][C:29]([C:26]4[CH:27]=[C:28]5[C:23]([CH:22]=[CH:21][NH:20]5)=[CH:24][CH:25]=4)=[CH:30][CH:31]=3)[CH2:7]2)=[O:5])[CH2:3][CH2:2]1. The catalyst class is: 60. (4) Reactant: C(OC([N:8]1[CH2:13][CH2:12][CH:11]([NH:14][C:15]2[CH:20]=[C:19]([Cl:21])[CH:18]=[CH:17][C:16]=2[CH2:22][CH:23](OC)OC)[CH2:10][CH2:9]1)=O)(C)(C)C.C1(C)C=CC(S(O)(=O)=O)=CC=1. Product: [Cl:21][C:19]1[CH:20]=[C:15]2[C:16]([CH:22]=[CH:23][N:14]2[CH:11]2[CH2:10][CH2:9][NH:8][CH2:13][CH2:12]2)=[CH:17][CH:18]=1. The catalyst class is: 11.